This data is from Reaction yield outcomes from USPTO patents with 853,638 reactions. The task is: Predict the reaction yield, written as a fraction of the theoretical maximum amount of product (1.0 means a 100% yield; for example, 0.34 means a 34% yield). (1) The reactants are Cl.[O:2]1[CH2:7][CH2:6][N:5]([C:8]2[N:17]=[C:11]3[CH:12]=[C:13]([NH2:16])[CH:14]=[CH:15][N:10]3[N:9]=2)[CH2:4][CH2:3]1.C[Al](C)C.[N:22]1([C:26]([C:28]2[CH:29]=[N:30][N:31]([CH3:38])[C:32]=2[C:33](OCC)=[O:34])=[O:27])[CH2:25][CH2:24][CH2:23]1. The catalyst is O1CCOCC1. The product is [N:22]1([C:26]([C:28]2[CH:29]=[N:30][N:31]([CH3:38])[C:32]=2[C:33]([NH:16][C:13]2[CH:14]=[CH:15][N:10]3[N:9]=[C:8]([N:5]4[CH2:4][CH2:3][O:2][CH2:7][CH2:6]4)[N:17]=[C:11]3[CH:12]=2)=[O:34])=[O:27])[CH2:23][CH2:24][CH2:25]1. The yield is 0.825. (2) The reactants are [Cl:1][C:2]1[CH:8]=[CH:7][C:6]([N+:9]([O-:11])=[O:10])=[CH:5][C:3]=1[NH2:4].O=[C:13]1[CH2:18][CH2:17][N:16]([C:19]([O:21][C:22]([CH3:25])([CH3:24])[CH3:23])=[O:20])[CH2:15][CH2:14]1.C(O)(=O)C.C(O[BH-](OC(=O)C)OC(=O)C)(=O)C.[Na+]. The catalyst is ClC(Cl)C.O.[OH-].[Na+]. The product is [Cl:1][C:2]1[CH:8]=[CH:7][C:6]([N+:9]([O-:11])=[O:10])=[CH:5][C:3]=1[NH:4][CH:13]1[CH2:18][CH2:17][N:16]([C:19]([O:21][C:22]([CH3:25])([CH3:24])[CH3:23])=[O:20])[CH2:15][CH2:14]1. The yield is 0.611. (3) The reactants are [Br-].[Br:2][CH2:3][CH2:4][CH2:5][CH2:6][CH2:7][CH2:8][CH2:9][CH2:10][CH2:11][CH2:12][N+:13]([CH3:16])([CH3:15])[CH3:14].C([O-])(=[S:19])C.[K+].[OH-].[Na+]. The catalyst is CO. The product is [Br-:2].[SH:19][CH2:3][CH2:4][CH2:5][CH2:6][CH2:7][CH2:8][CH2:9][CH2:10][CH2:11][CH2:12][N+:13]([CH3:16])([CH3:15])[CH3:14]. The yield is 0.860. (4) The reactants are [C:1]([O:5][C:6](=[O:16])[NH:7][C:8]1[CH:9]=[N:10][C:11]([Cl:15])=[CH:12][C:13]=1I)([CH3:4])([CH3:3])[CH3:2].[CH:17]#[C:18][CH2:19][CH3:20].C(N(CC)CC)C. The catalyst is C1(C)C=CC=CC=1.O.[Cu]I.Cl[Pd](Cl)([P](C1C=CC=CC=1)(C1C=CC=CC=1)C1C=CC=CC=1)[P](C1C=CC=CC=1)(C1C=CC=CC=1)C1C=CC=CC=1. The product is [C:17]([C:13]1[CH:12]=[C:11]([Cl:15])[N:10]=[CH:9][C:8]=1[NH:7][C:6](=[O:16])[O:5][C:1]([CH3:4])([CH3:3])[CH3:2])#[C:18][CH2:19][CH3:20]. The yield is 0.740. (5) The reactants are [OH-].[Na+].[C:3]12([C:13]3[CH:14]=[C:15]([C:28]4[CH:29]=[C:30]5[C:35](=[CH:36][CH:37]=4)[CH:34]=[C:33]([C:38]([O:40]C)=[O:39])[CH:32]=[CH:31]5)[CH:16]=[CH:17][C:18]=3[O:19][CH2:20][CH:21]3[CH2:25][O:24][C:23]([CH3:27])([CH3:26])[O:22]3)[CH2:12][CH:7]3[CH2:8][CH:9]([CH2:11][CH:5]([CH2:6]3)[CH2:4]1)[CH2:10]2. The catalyst is CO. The product is [C:3]12([C:13]3[CH:14]=[C:15]([C:28]4[CH:29]=[C:30]5[C:35](=[CH:36][CH:37]=4)[CH:34]=[C:33]([C:38]([OH:40])=[O:39])[CH:32]=[CH:31]5)[CH:16]=[CH:17][C:18]=3[O:19][CH2:20][CH:21]3[CH2:25][O:24][C:23]([CH3:26])([CH3:27])[O:22]3)[CH2:12][CH:7]3[CH2:6][CH:5]([CH2:11][CH:9]([CH2:8]3)[CH2:10]1)[CH2:4]2. The yield is 0.880. (6) The product is [Br:11][C:12]1[C:13]([OH:18])=[N:14][CH:15]=[C:16]([I:19])[CH:17]=1. The catalyst is O. The reactants are C(#N)C.C(O)(C(F)(F)F)=O.[Br:11][C:12]1[C:13]([OH:18])=[N:14][CH:15]=[CH:16][CH:17]=1.[I:19]N1C(=O)CCC1=O. The yield is 0.960.